From a dataset of Full USPTO retrosynthesis dataset with 1.9M reactions from patents (1976-2016). Predict the reactants needed to synthesize the given product. Given the product [CH3:31][C:26]1([CH3:32])[C:27]([CH3:30])([CH3:29])[O:28][B:24]([C:2]2[CH:7]=[CH:6][C:5]([S:8]([CH:11]3[CH2:16][CH2:15][CH2:14][N:13]([C:17]([O:19][C:20]([CH3:23])([CH3:22])[CH3:21])=[O:18])[CH2:12]3)(=[O:10])=[O:9])=[CH:4][CH:3]=2)[O:25]1, predict the reactants needed to synthesize it. The reactants are: Br[C:2]1[CH:7]=[CH:6][C:5]([S:8]([CH:11]2[CH2:16][CH2:15][CH2:14][N:13]([C:17]([O:19][C:20]([CH3:23])([CH3:22])[CH3:21])=[O:18])[CH2:12]2)(=[O:10])=[O:9])=[CH:4][CH:3]=1.[B:24]1([B:24]2[O:28][C:27]([CH3:30])([CH3:29])[C:26]([CH3:32])([CH3:31])[O:25]2)[O:28][C:27]([CH3:30])([CH3:29])[C:26]([CH3:32])([CH3:31])[O:25]1.C([O-])(=O)C.[K+].